Dataset: Catalyst prediction with 721,799 reactions and 888 catalyst types from USPTO. Task: Predict which catalyst facilitates the given reaction. Reactant: [H-].[Al+3].[Li+].[H-].[H-].[H-].[Cl:7][C:8]1[CH:9]=[CH:10][C:11]2[N:17]3[CH:18]=[N:19][N:20]=[C:16]3[C@@H:15]([CH2:21][C:22](OCC)=[O:23])[O:14][C@H:13]([C:27]3[CH:32]=[CH:31][CH:30]=[C:29]([O:33][CH3:34])[C:28]=3[O:35][CH3:36])[C:12]=2[CH:37]=1.C(C(C(C([O-])=O)O)O)([O-])=O.[Na+].[K+]. Product: [Cl:7][C:8]1[CH:9]=[CH:10][C:11]2[N:17]3[CH:18]=[N:19][N:20]=[C:16]3[C@@H:15]([CH2:21][CH2:22][OH:23])[O:14][C@H:13]([C:27]3[CH:32]=[CH:31][CH:30]=[C:29]([O:33][CH3:34])[C:28]=3[O:35][CH3:36])[C:12]=2[CH:37]=1. The catalyst class is: 7.